From a dataset of Acute oral toxicity (LD50) regression data from Zhu et al.. Regression/Classification. Given a drug SMILES string, predict its toxicity properties. Task type varies by dataset: regression for continuous values (e.g., LD50, hERG inhibition percentage) or binary classification for toxic/non-toxic outcomes (e.g., AMES mutagenicity, cardiotoxicity, hepatotoxicity). Dataset: ld50_zhu. (1) The molecule is O=NN(CCCl)C(=O)NCCCl. The rat oral LD50 is 4.03, given as -log10 of the dose in mol/kg body weight (higher means more acutely toxic). (2) The molecule is CC1(C)NC(=O)NC1=O. The rat oral LD50 is 1.22, given as -log10 of the dose in mol/kg body weight (higher means more acutely toxic). (3) The molecule is CCOC(=O)C(C)Nc1ccc(Cl)c(Cl)c1. The rat oral LD50 is 2.12, given as -log10 of the dose in mol/kg body weight (higher means more acutely toxic). (4) The compound is C=C(Cl)C(=O)OC. The rat oral LD50 is 3.25, given as -log10 of the dose in mol/kg body weight (higher means more acutely toxic). (5) The compound is CC1=CC2OC3C(O)C(O)C(C)(C2(CO)CC1O)C31CO1. The rat oral LD50 is 3.91, given as -log10 of the dose in mol/kg body weight (higher means more acutely toxic). (6) The compound is Clc1ccc(OCOc2ccc(Cl)cc2)cc1. The rat oral LD50 is 1.67, given as -log10 of the dose in mol/kg body weight (higher means more acutely toxic).